This data is from Full USPTO retrosynthesis dataset with 1.9M reactions from patents (1976-2016). The task is: Predict the reactants needed to synthesize the given product. (1) Given the product [NH2:1][C:2]1[C:3]([C:10]([OH:12])=[O:11])=[N:4][C:5]([C:19]2[CH:18]=[C:17]([O:20][CH2:21][CH2:22][CH3:23])[CH:16]=[CH:15][C:14]=2[F:13])=[C:6]([F:8])[CH:7]=1, predict the reactants needed to synthesize it. The reactants are: [NH2:1][C:2]1[C:3]([C:10]([OH:12])=[O:11])=[N:4][C:5](Br)=[C:6]([F:8])[CH:7]=1.[F:13][C:14]1[CH:19]=[CH:18][C:17]([O:20][CH2:21][CH2:22][CH3:23])=[CH:16][C:15]=1B(O)O. (2) Given the product [Cl:20][C:18]1[CH:19]=[C:14]([CH:12]([N:9]2[C:10](=[O:11])[C:6]3[CH:5]=[CH:4][N:3]=[C:2]([C:28]([O:30][C:31]4[CH:36]=[CH:35][CH:34]=[CH:33][CH:32]=4)=[O:29])[C:7]=3[CH2:8]2)[CH3:13])[CH:15]=[N:16][C:17]=1[O:21][CH2:22][CH2:23][C:24]([F:27])([F:26])[F:25], predict the reactants needed to synthesize it. The reactants are: Cl[C:2]1[C:7]2[CH2:8][N:9]([CH:12]([C:14]3[CH:15]=[N:16][C:17]([O:21][CH2:22][CH2:23][C:24]([F:27])([F:26])[F:25])=[C:18]([Cl:20])[CH:19]=3)[CH3:13])[C:10](=[O:11])[C:6]=2[CH:5]=[CH:4][N:3]=1.[CH:28]([O:30][C:31]1[CH:36]=[CH:35][CH:34]=[CH:33][CH:32]=1)=[O:29]. (3) Given the product [C:1]([O:5][C:6]([NH:8][C@H:9]([C:25]([N:27]1[CH2:31][CH2:30][CH2:29][C@H:28]1[C:32]#[N:33])=[O:26])[CH2:10][C:11]1[C:19]2[C:14](=[CH:15][CH:16]=[C:17]([O:20][S:21]([CH3:24])(=[O:22])=[O:23])[CH:18]=2)[NH:13][CH:12]=1)=[O:7])([CH3:4])([CH3:2])[CH3:3], predict the reactants needed to synthesize it. The reactants are: [C:1]([O:5][C:6]([NH:8][C@H:9]([C:25]([N:27]1[CH2:31][CH2:30][CH2:29][C@H:28]1[C:32](=O)[NH2:33])=[O:26])[CH2:10][C:11]1[C:19]2[C:14](=[CH:15][CH:16]=[C:17]([O:20][S:21]([CH3:24])(=[O:23])=[O:22])[CH:18]=2)[NH:13][CH:12]=1)=[O:7])([CH3:4])([CH3:3])[CH3:2].N1C=CN=C1. (4) The reactants are: [CH2:1]([N:8]([CH2:14][CH2:15][CH2:16][O:17][C:18]1[CH:23]=[CH:22][C:21]([CH2:24][C:25]2[C:26]([O:33][C@@H:34]3[O:60][C@H:59]([CH2:61][O:62]C(=O)C(C)(C)C)[C@@H:51]([O:52]C(=O)C(C)(C)C)[C@H:43]([O:44]C(=O)C(C)(C)C)[C@H:35]3[O:36]C(=O)C(C)(C)C)=[N:27][NH:28][C:29]=2[CH:30]([CH3:32])[CH3:31])=[C:20]([CH3:69])[CH:19]=1)[CH2:9][CH2:10][C:11](=[O:13])[NH2:12])[C:2]1[CH:7]=[CH:6][CH:5]=[CH:4][CH:3]=1.C[O-].[Na+]. Given the product [CH2:1]([N:8]([CH2:14][CH2:15][CH2:16][O:17][C:18]1[CH:23]=[CH:22][C:21]([CH2:24][C:25]2[C:26]([O:33][C@@H:34]3[O:60][C@H:59]([CH2:61][OH:62])[C@@H:51]([OH:52])[C@H:43]([OH:44])[C@H:35]3[OH:36])=[N:27][NH:28][C:29]=2[CH:30]([CH3:32])[CH3:31])=[C:20]([CH3:69])[CH:19]=1)[CH2:9][CH2:10][C:11](=[O:13])[NH2:12])[C:2]1[CH:7]=[CH:6][CH:5]=[CH:4][CH:3]=1, predict the reactants needed to synthesize it.